Dataset: P-glycoprotein inhibition data for predicting drug efflux from Broccatelli et al.. Task: Regression/Classification. Given a drug SMILES string, predict its absorption, distribution, metabolism, or excretion properties. Task type varies by dataset: regression for continuous measurements (e.g., permeability, clearance, half-life) or binary classification for categorical outcomes (e.g., BBB penetration, CYP inhibition). Dataset: pgp_broccatelli. (1) The result is 1 (inhibitor). The compound is COc1cccc(CCc2ccccc2NCc2ccc(OC)c(OC)c2)c1. (2) The molecule is COc1cccc(CCc2ccccc2OCCN2CCN(c3cccc(Cl)c3)CC2)c1. The result is 1 (inhibitor). (3) The molecule is NS(=O)(=O)c1cc([C@@]2(O)NC(=O)c3ccccc32)ccc1Cl. The result is 0 (non-inhibitor). (4) The compound is COc1cccc(CCc2ccccc2OCCCCCN2CCN(c3ncccn3)CC2)c1. The result is 1 (inhibitor).